Dataset: Experimentally validated miRNA-target interactions with 360,000+ pairs, plus equal number of negative samples. Task: Binary Classification. Given a miRNA mature sequence and a target amino acid sequence, predict their likelihood of interaction. (1) Result: 0 (no interaction). The protein sequence of the target gene is MEGSSSYEVPSVAAADLEEGAGQTRSLPATPSKDVHKGVGGIIFSSSPILDLSESGLCRLEEVFRIPSLQQLHLQRNALCVIPQDFFQLLPNLTWLDLRYNRIKALPSGIGAHQHLKTLLLERNPIKMLPVELGSVTTLKALNLRHCPLEFPPQLVVQKGLVAIQRFLRMWAVEHSLPRNPTSQEAPPVREMTLRDLPSPGLELSGDHASNQGAVNAQDPEGAVMKEKASFLPPVEKPDLSELRKSADSSENWPSEEEIRRFWKLRQEIVEHVKADVLGDQLLTRELPPNLKAALNIEKE.... The miRNA is hsa-miR-519a-3p with sequence AAAGUGCAUCCUUUUAGAGUGU. (2) The protein sequence of the target gene is MVELMFPLLLLLLPFLLYMAAPQIRKMLSSGVCTSTVQLPGKVVVVTGANTGIGKETAKELAQRGARVYLACRDVEKGELVAKEIQTTTGNQQVLVRKLDLSDTKSIRAFAKGFLAEEKHLHVLINNAGVMMCPYSKTADGFEMHIGVNHLGHFLLTHLLLEKLKESAPSRIVNVSSLAHHLGRIHFHNLQGEKFYNAGLAYCHSKLANILFTQELARRLKGSGVTTYSVHPGTVQSELVRHSSFMRWMWWLFSFFIKTPQQGAQTSLHCALTEGLEILSGNHFSDCHVAWVSAQARNET.... Result: 0 (no interaction). The miRNA is hsa-miR-377-3p with sequence AUCACACAAAGGCAACUUUUGU. (3) The miRNA is hsa-miR-3183 with sequence GCCUCUCUCGGAGUCGCUCGGA. The protein sequence of the target gene is MRLLRRRHMPLRLAMVGCAFVLFLFLLHRDVSSREEATEKPWLKSLVSRKDHVLDLMLEAMNNLRDSMPKLQIRAPEAQQTLFSINQSCLPGFYTPAELKPFWERPPQDPNAPGADGKAFQKSKWTPLETQEKEEGYKKHCFNAFASDRISLQRSLGPDTRPPECVDQKFRRCPPLATTSVIIVFHNEAWSTLLRTVYSVLHTTPAILLKEIILVDDASTEEHLKEKLEQYVKQLQVVRVVRQEERKGLITARLLGASVAQAEVLTFLDAHCECFHGWLEPLLARIAEDKTVVVSPDIVT.... Result: 0 (no interaction). (4) The miRNA is mmu-miR-344g-3p with sequence CAGGCUCUAGCCAGGGGCUUGA. The protein sequence of the target gene is MVLESTMVCVDNSEYMRNGDFLPTRLQAQQDAVNIVCHSKTRSNPENNVGLITLANDCEVLTTLTPDTGRILSKLHTVQPKGKITFCTGIRVAHLALKHRQGKNHKMRIIAFVGSPVEDNEKDLVKLAKRLKKEKVNVDIINFGEEEVNTEKLTAFVNTLNGKDGTGSHLVTVPPGPSLADALISSPILAGEGGAMLGLGASDFEFGVDPSADPELALALRVSMEEQRQRQEEEARRAAAASAAEAGIATTGTEDSDDALLKMTISQQEFGRTGLPDLSSMTEEEQIAYAMQMSLQGAEF.... Result: 0 (no interaction).